Dataset: Forward reaction prediction with 1.9M reactions from USPTO patents (1976-2016). Task: Predict the product of the given reaction. Given the reactants [C:1]([C:4]1[CH:5]=[CH:6][C:7]([CH3:26])=[C:8]([C:10]2[N:15]=[C:14]3[N:16]([CH3:25])[C:17](=[O:24])[N:18]([CH2:19][C:20]([CH3:23])([CH3:22])[CH3:21])[C:13]3=[CH:12][CH:11]=2)[CH:9]=1)(=[O:3])[CH3:2].[BH4-].[Na+], predict the reaction product. The product is: [CH3:22][C:20]([CH3:21])([CH3:23])[CH2:19][N:18]1[C:13]2[C:14](=[N:15][C:10]([C:8]3[CH:9]=[C:4]([C@@H:1]([OH:3])[CH3:2])[CH:5]=[CH:6][C:7]=3[CH3:26])=[CH:11][CH:12]=2)[N:16]([CH3:25])[C:17]1=[O:24].